From a dataset of NCI-60 drug combinations with 297,098 pairs across 59 cell lines. Regression. Given two drug SMILES strings and cell line genomic features, predict the synergy score measuring deviation from expected non-interaction effect. (1) Cell line: SF-295. Drug 2: COC1=NC(=NC2=C1N=CN2C3C(C(C(O3)CO)O)O)N. Synergy scores: CSS=2.79, Synergy_ZIP=-1.04, Synergy_Bliss=-1.40, Synergy_Loewe=-2.98, Synergy_HSA=-1.59. Drug 1: CS(=O)(=O)C1=CC(=C(C=C1)C(=O)NC2=CC(=C(C=C2)Cl)C3=CC=CC=N3)Cl. (2) Drug 1: CCCCCOC(=O)NC1=NC(=O)N(C=C1F)C2C(C(C(O2)C)O)O. Drug 2: C1=NC(=NC(=O)N1C2C(C(C(O2)CO)O)O)N. Cell line: MOLT-4. Synergy scores: CSS=-0.673, Synergy_ZIP=-5.74, Synergy_Bliss=-12.2, Synergy_Loewe=-20.4, Synergy_HSA=-12.7. (3) Drug 1: CC(CN1CC(=O)NC(=O)C1)N2CC(=O)NC(=O)C2. Drug 2: CCCCCOC(=O)NC1=NC(=O)N(C=C1F)C2C(C(C(O2)C)O)O. Cell line: HCT116. Synergy scores: CSS=31.3, Synergy_ZIP=2.53, Synergy_Bliss=3.98, Synergy_Loewe=-6.63, Synergy_HSA=3.78. (4) Drug 1: C1=CN(C(=O)N=C1N)C2C(C(C(O2)CO)O)O.Cl. Drug 2: CC1=C(N=C(N=C1N)C(CC(=O)N)NCC(C(=O)N)N)C(=O)NC(C(C2=CN=CN2)OC3C(C(C(C(O3)CO)O)O)OC4C(C(C(C(O4)CO)O)OC(=O)N)O)C(=O)NC(C)C(C(C)C(=O)NC(C(C)O)C(=O)NCCC5=NC(=CS5)C6=NC(=CS6)C(=O)NCCC[S+](C)C)O. Cell line: PC-3. Synergy scores: CSS=21.1, Synergy_ZIP=-7.76, Synergy_Bliss=-5.56, Synergy_Loewe=-2.03, Synergy_HSA=-0.587. (5) Drug 1: C1CN1C2=NC(=NC(=N2)N3CC3)N4CC4. Drug 2: C1=C(C(=O)NC(=O)N1)N(CCCl)CCCl. Cell line: 786-0. Synergy scores: CSS=51.7, Synergy_ZIP=-7.16, Synergy_Bliss=-5.33, Synergy_Loewe=-12.2, Synergy_HSA=-1.34.